Dataset: NCI-60 drug combinations with 297,098 pairs across 59 cell lines. Task: Regression. Given two drug SMILES strings and cell line genomic features, predict the synergy score measuring deviation from expected non-interaction effect. (1) Drug 1: C1=CC(=C2C(=C1NCCNCCO)C(=O)C3=C(C=CC(=C3C2=O)O)O)NCCNCCO. Drug 2: C1=C(C(=O)NC(=O)N1)F. Cell line: HS 578T. Synergy scores: CSS=48.5, Synergy_ZIP=-1.54, Synergy_Bliss=0.407, Synergy_Loewe=6.96, Synergy_HSA=8.92. (2) Drug 1: C1=CC(=C2C(=C1NCCNCCO)C(=O)C3=C(C=CC(=C3C2=O)O)O)NCCNCCO. Drug 2: CC1=C2C(C(=O)C3(C(CC4C(C3C(C(C2(C)C)(CC1OC(=O)C(C(C5=CC=CC=C5)NC(=O)C6=CC=CC=C6)O)O)OC(=O)C7=CC=CC=C7)(CO4)OC(=O)C)O)C)OC(=O)C. Cell line: 786-0. Synergy scores: CSS=60.4, Synergy_ZIP=-2.80, Synergy_Bliss=-1.17, Synergy_Loewe=0.561, Synergy_HSA=2.79. (3) Drug 2: CC12CCC3C(C1CCC2OP(=O)(O)O)CCC4=C3C=CC(=C4)OC(=O)N(CCCl)CCCl.[Na+]. Synergy scores: CSS=7.33, Synergy_ZIP=-2.11, Synergy_Bliss=-5.96, Synergy_Loewe=-10.9, Synergy_HSA=-10.8. Cell line: HCT116. Drug 1: C1=NC2=C(N=C(N=C2N1C3C(C(C(O3)CO)O)F)Cl)N. (4) Drug 1: COC1=C(C=C2C(=C1)N=CN=C2NC3=CC(=C(C=C3)F)Cl)OCCCN4CCOCC4. Drug 2: C1=NC(=NC(=O)N1C2C(C(C(O2)CO)O)O)N. Cell line: SK-MEL-2. Synergy scores: CSS=28.3, Synergy_ZIP=-3.51, Synergy_Bliss=2.31, Synergy_Loewe=3.15, Synergy_HSA=4.14. (5) Drug 1: CCC1=CC2CC(C3=C(CN(C2)C1)C4=CC=CC=C4N3)(C5=C(C=C6C(=C5)C78CCN9C7C(C=CC9)(C(C(C8N6C)(C(=O)OC)O)OC(=O)C)CC)OC)C(=O)OC.C(C(C(=O)O)O)(C(=O)O)O. Drug 2: CC(C)(C#N)C1=CC(=CC(=C1)CN2C=NC=N2)C(C)(C)C#N. Cell line: MCF7. Synergy scores: CSS=42.7, Synergy_ZIP=-0.862, Synergy_Bliss=-0.298, Synergy_Loewe=-5.68, Synergy_HSA=1.45. (6) Drug 1: CN1C2=C(C=C(C=C2)N(CCCl)CCCl)N=C1CCCC(=O)O.Cl. Drug 2: CC(C)(C#N)C1=CC(=CC(=C1)CN2C=NC=N2)C(C)(C)C#N. Cell line: A498. Synergy scores: CSS=-0.136, Synergy_ZIP=4.08, Synergy_Bliss=-2.37, Synergy_Loewe=-8.16, Synergy_HSA=-1.51.